The task is: Regression. Given a peptide amino acid sequence and an MHC pseudo amino acid sequence, predict their binding affinity value. This is MHC class I binding data.. This data is from Peptide-MHC class I binding affinity with 185,985 pairs from IEDB/IMGT. (1) The peptide sequence is YPKFHRSAM. The MHC is HLA-B57:01 with pseudo-sequence HLA-B57:01. The binding affinity (normalized) is 0.0847. (2) The peptide sequence is KISLDISQL. The MHC is HLA-A02:01 with pseudo-sequence HLA-A02:01. The binding affinity (normalized) is 0.285.